From a dataset of Catalyst prediction with 721,799 reactions and 888 catalyst types from USPTO. Predict which catalyst facilitates the given reaction. (1) Reactant: C([O:3][C:4](=O)[CH2:5][C:6]1([F:19])[CH2:11][CH2:10][N:9]([C:12]([O:14][C:15]([CH3:18])([CH3:17])[CH3:16])=[O:13])[CH2:8][CH2:7]1)C.[H-].C([Al+]CC(C)C)C(C)C. Product: [F:19][C:6]1([CH2:5][CH2:4][OH:3])[CH2:7][CH2:8][N:9]([C:12]([O:14][C:15]([CH3:16])([CH3:17])[CH3:18])=[O:13])[CH2:10][CH2:11]1. The catalyst class is: 2. (2) Reactant: [F:1][C:2]1[C:3]([N:25]2[N:29]=[CH:28][CH:27]=[N:26]2)=[C:4]([CH:22]=[CH:23][CH:24]=1)[C:5]([N:7]1[C@H:14]2[C@H:9]([CH2:10][CH2:11][N:12](C(OC(C)(C)C)=O)[CH2:13]2)[CH2:8]1)=[O:6].C(O)(C(F)(F)F)=O. The catalyst class is: 2. Product: [C@H:14]12[N:7]([C:5]([C:4]3[CH:22]=[CH:23][CH:24]=[C:2]([F:1])[C:3]=3[N:25]3[N:29]=[CH:28][CH:27]=[N:26]3)=[O:6])[CH2:8][C@H:9]1[CH2:10][CH2:11][NH:12][CH2:13]2. (3) Product: [CH3:36][C:8]1[CH:9]=[C:10]2[C:15](=[C:16]([N:17]3[CH2:23][CH2:22][CH2:21][N:20]([CH2:24][C:25]4[CH:29]=[CH:28][N:27]([C:30]5[CH:35]=[CH:34][CH:33]=[CH:32][CH:31]=5)[N:26]=4)[CH2:19][CH2:18]3)[C:7]=1[O:6][CH2:5][C:4]([OH:37])=[O:3])[N:14]=[CH:13][CH:12]=[CH:11]2. The catalyst class is: 1. Reactant: C([O:3][C:4](=[O:37])[CH2:5][O:6][C:7]1[C:16]([N:17]2[CH2:23][CH2:22][CH2:21][N:20]([CH2:24][C:25]3[CH:29]=[CH:28][N:27]([C:30]4[CH:35]=[CH:34][CH:33]=[CH:32][CH:31]=4)[N:26]=3)[CH2:19][CH2:18]2)=[C:15]2[C:10]([CH:11]=[CH:12][CH:13]=[N:14]2)=[CH:9][C:8]=1[CH3:36])C.[OH-].[Na+].Cl. (4) Reactant: [Cl:1][CH2:2][C:3]#[N:4].C[O-].[Na+].[CH2:8]([CH2:10][NH2:11])[OH:9].Cl.C(OCC)C. Product: [ClH:1].[Cl:1][CH2:2][C:3]([NH:11][CH2:10][CH2:8][OH:9])=[NH:4]. The catalyst class is: 5. (5) Reactant: Cl[CH2:2][C:3]1[N:4]=[C:5]([C:9]2[O:10][CH:11]=[CH:12][CH:13]=2)[O:6][C:7]=1[CH3:8].[OH:14][C:15]1[CH:41]=[CH:40][C:18]([C:19]([C:21]2[CH:37]=[CH:36][C:35]([O:38][CH3:39])=[CH:34][C:22]=2[O:23][C:24]([CH3:33])([CH3:32])[C:25]([O:27]C(C)(C)C)=[O:26])=[O:20])=[CH:17][CH:16]=1.C(=O)([O-])[O-].[K+].[K+].CN(C)C=O. Product: [O:10]1[CH:11]=[CH:12][CH:13]=[C:9]1[C:5]1[O:6][C:7]([CH3:8])=[C:3]([CH2:2][O:14][C:15]2[CH:16]=[CH:17][C:18]([C:19]([C:21]3[CH:37]=[CH:36][C:35]([O:38][CH3:39])=[CH:34][C:22]=3[O:23][C:24]([CH3:33])([CH3:32])[C:25]([OH:27])=[O:26])=[O:20])=[CH:40][CH:41]=2)[N:4]=1. The catalyst class is: 6. (6) Reactant: [O:1]=C[C@@H]([C@H]([C@@H]([C@@H](CO)O)O)O)O.OP([O-])(O)=O.[K+].OP([O-])([O-])=O.[K+].[K+].[Cl-].[K+].[OH:28][C@H:29]1[CH2:34][CH2:33][C@H:32]2[C@H:35]3[C@H:44]([CH2:45][CH2:46][C@:30]12[CH3:31])[C@@H:43]1[C:38](=[CH:39][C:40](=[O:47])[CH2:41][CH2:42]1)[CH2:37][C@H:36]3[CH3:48]. Product: [OH:1][C@@H:45]1[CH2:46][C@@:30]2([CH3:31])[C@@H:32]([CH2:33][CH2:34][C@@H:29]2[OH:28])[C@H:35]2[C@H:44]1[C@@H:43]1[C:38]([CH2:37][C@H:36]2[CH3:48])=[CH:39][C:40](=[O:47])[CH2:41][CH2:42]1. The catalyst class is: 3. (7) Reactant: CO[C:3]1[CH:30]=[CH:29][C:6]([CH2:7][O:8][C:9]2[CH:10]=[C:11]3[C:16](=[CH:17][C:18]=2[O:19][CH3:20])[N:15]=[N:14][CH:13]=[C:12]3[C:21]2[CH:22]=[N:23][C:24](F)=[C:25]([CH3:27])[CH:26]=2)=[CH:5][CH:4]=1.[NH:31]1[CH2:36][CH2:35][CH:34]([C:37]([OH:40])([CH3:39])[CH3:38])[CH2:33][CH2:32]1. Product: [CH2:7]([O:8][C:9]1[CH:10]=[C:11]2[C:16](=[CH:17][C:18]=1[O:19][CH3:20])[N:15]=[N:14][CH:13]=[C:12]2[C:21]1[CH:26]=[C:25]([CH3:27])[C:24]([N:31]2[CH2:36][CH2:35][CH:34]([C:37]([OH:40])([CH3:39])[CH3:38])[CH2:33][CH2:32]2)=[N:23][CH:22]=1)[C:6]1[CH:5]=[CH:4][CH:3]=[CH:30][CH:29]=1. The catalyst class is: 633.